This data is from Reaction yield outcomes from USPTO patents with 853,638 reactions. The task is: Predict the reaction yield, written as a fraction of the theoretical maximum amount of product (1.0 means a 100% yield; for example, 0.34 means a 34% yield). (1) The reactants are [CH3:1][N:2]1[CH:6]=[C:5]([NH:7][C:8]2[N:13]=[C:12]([C:14]#[C:15][C:16]3[CH:21]=[CH:20][CH:19]=[CH:18][C:17]=3[C:22]3([C:25]([NH2:27])=[O:26])[CH2:24][CH2:23]3)[C:11]([C:28]([F:31])([F:30])[F:29])=[CH:10][N:9]=2)[CH:4]=[N:3]1. The catalyst is CN(C=O)C.CCOC(C)=O.CCN(CC)CC.[Pd]. The product is [CH3:1][N:2]1[CH:6]=[C:5]([NH:7][C:8]2[N:13]=[C:12]([CH2:14][CH2:15][C:16]3[CH:21]=[CH:20][CH:19]=[CH:18][C:17]=3[C:22]3([C:25]([NH2:27])=[O:26])[CH2:24][CH2:23]3)[C:11]([C:28]([F:29])([F:31])[F:30])=[CH:10][N:9]=2)[CH:4]=[N:3]1. The yield is 0.740. (2) The product is [CH3:37][N:38]([CH3:43])[C:39](=[O:42])[CH2:40][N:25]1[CH2:26][CH2:27][CH:22]([C:20]2[CH:19]=[CH:18][C:15]3[C:16]4[N:10]([CH:9]=[C:8]([C:6]([N:5]([CH2:4][CH2:3][OH:2])[CH:28]([CH3:30])[CH3:29])=[O:7])[N:17]=4)[CH2:11][CH2:12][O:13][C:14]=3[CH:21]=2)[CH2:23][CH2:24]1. The yield is 0.200. The reactants are Cl.[OH:2][CH2:3][CH2:4][N:5]([CH:28]([CH3:30])[CH3:29])[C:6]([C:8]1[N:17]=[C:16]2[N:10]([CH2:11][CH2:12][O:13][C:14]3[CH:21]=[C:20]([CH:22]4[CH2:27][CH2:26][NH:25][CH2:24][CH2:23]4)[CH:19]=[CH:18][C:15]=32)[CH:9]=1)=[O:7].C(=O)([O-])[O-].[K+].[K+].[CH3:37][N:38]([CH3:43])[C:39](=[O:42])[CH2:40]Cl. The catalyst is CN(C=O)C. (3) The reactants are [NH:1]1[C:5]2[CH:6]=[CH:7][C:8]([C:10]([N:12]3[C@@H:21]4[C@@H:16]([C:17]5[CH:25]=[CH:24][C:23]([C:26]([OH:28])=O)=[CH:22][C:18]=5[CH2:19][CH2:20]4)[CH2:15][CH2:14][CH2:13]3)=[O:11])=[CH:9][C:4]=2[N:3]=[CH:2]1.[NH3:29]. No catalyst specified. The product is [NH:1]1[C:5]2[CH:6]=[CH:7][C:8]([C:10]([N:12]3[C@@H:21]4[C@@H:16]([C:17]5[CH:25]=[CH:24][C:23]([C:26]([NH2:29])=[O:28])=[CH:22][C:18]=5[CH2:19][CH2:20]4)[CH2:15][CH2:14][CH2:13]3)=[O:11])=[CH:9][C:4]=2[N:3]=[CH:2]1. The yield is 0.580.